From a dataset of Reaction yield outcomes from USPTO patents with 853,638 reactions. Predict the reaction yield, written as a fraction of the theoretical maximum amount of product (1.0 means a 100% yield; for example, 0.34 means a 34% yield). (1) The product is [C:15]1([CH:14]2[C:5]3=[N:4][NH:3][C:2](=[O:1])[C:11]4[CH:10]=[CH:9][CH:8]=[C:7]([C:6]=43)[NH:12][CH:13]2[C:21]2[CH:28]=[CH:27][C:24]([CH2:25][N:33]3[CH2:37][CH2:36][CH2:35][CH2:34]3)=[CH:23][CH:22]=2)[CH:16]=[CH:17][CH:18]=[CH:19][CH:20]=1. The reactants are [O:1]=[C:2]1[C:11]2[CH:10]=[CH:9][CH:8]=[C:7]3[NH:12][CH:13]([C:21]4[CH:28]=[CH:27][C:24]([CH:25]=O)=[CH:23][CH:22]=4)[CH:14]([C:15]4[CH:20]=[CH:19][CH:18]=[CH:17][CH:16]=4)[C:5]([C:6]=23)=[N:4][NH:3]1.C(O)(=O)C.[NH:33]1[CH2:37][CH2:36][CH2:35][CH2:34]1.[BH4-].[Na+]. The yield is 0.140. The catalyst is C(Cl)Cl. (2) The reactants are [OH-].[Na+].[CH2:3]([O:6][C@@H:7]([CH2:12][C:13]1[CH:18]=[CH:17][C:16]([C:19]2[CH:24]=[CH:23][CH:22]=[C:21]([N:25]([CH3:36])[C:26]([NH:28][CH2:29][CH2:30][CH2:31][CH2:32][CH2:33][CH2:34][CH3:35])=[O:27])[CH:20]=2)=[CH:15][CH:14]=1)[C:8]([O:10]C)=[O:9])[CH:4]=[CH2:5].C1COCC1.CO.O. The catalyst is C(O)(=O)C. The product is [CH2:3]([O:6][C@@H:7]([CH2:12][C:13]1[CH:18]=[CH:17][C:16]([C:19]2[CH:24]=[CH:23][CH:22]=[C:21]([N:25]([CH3:36])[C:26]([NH:28][CH2:29][CH2:30][CH2:31][CH2:32][CH2:33][CH2:34][CH3:35])=[O:27])[CH:20]=2)=[CH:15][CH:14]=1)[C:8]([OH:10])=[O:9])[CH:4]=[CH2:5]. The yield is 0.780.